Dataset: Peptide-MHC class I binding affinity with 185,985 pairs from IEDB/IMGT. Task: Regression. Given a peptide amino acid sequence and an MHC pseudo amino acid sequence, predict their binding affinity value. This is MHC class I binding data. (1) The peptide sequence is LLNTRRRQL. The MHC is H-2-Kb with pseudo-sequence H-2-Kb. The binding affinity (normalized) is 0.125. (2) The peptide sequence is FPFKYARAF. The MHC is Mamu-A2201 with pseudo-sequence Mamu-A2201. The binding affinity (normalized) is 0.782. (3) The peptide sequence is YVLDHLIVV. The MHC is HLA-B40:02 with pseudo-sequence HLA-B40:02. The binding affinity (normalized) is 0.259. (4) The peptide sequence is FYPEKSTVI. The MHC is HLA-B35:01 with pseudo-sequence HLA-B35:01. The binding affinity (normalized) is 0.0847. (5) The peptide sequence is RRKAKIIKDYG. The MHC is HLA-B27:05 with pseudo-sequence HLA-B27:05. The binding affinity (normalized) is 0.414. (6) The peptide sequence is VSSHKGWAK. The MHC is HLA-B15:17 with pseudo-sequence HLA-B15:17. The binding affinity (normalized) is 0.0847. (7) The peptide sequence is REPTDQKQF. The MHC is HLA-B40:01 with pseudo-sequence HLA-B40:01. The binding affinity (normalized) is 0.0824. (8) The peptide sequence is LYRYIQWLR. The MHC is HLA-A03:01 with pseudo-sequence HLA-A03:01. The binding affinity (normalized) is 0.0847. (9) The peptide sequence is YLGHSAGFTA. The MHC is HLA-A02:02 with pseudo-sequence HLA-A02:02. The binding affinity (normalized) is 0.741. (10) The peptide sequence is STLERTSKASLER. The binding affinity (normalized) is 0. The MHC is HLA-A01:01 with pseudo-sequence HLA-A01:01.